Dataset: Forward reaction prediction with 1.9M reactions from USPTO patents (1976-2016). Task: Predict the product of the given reaction. Given the reactants [Br:1][C:2]1(Br)[CH2:4][C:3]1([CH3:10])[CH2:5][CH2:6][CH2:7][CH2:8][CH3:9].C(O)(=O)C, predict the reaction product. The product is: [Br:1][CH:2]1[CH2:4][C:3]1([CH3:10])[CH2:5][CH2:6][CH2:7][CH2:8][CH3:9].